This data is from Full USPTO retrosynthesis dataset with 1.9M reactions from patents (1976-2016). The task is: Predict the reactants needed to synthesize the given product. Given the product [Cl:9][C:6]1[N:5]=[CH:4][N:3]=[C:2]([N:17]2[CH2:18][CH2:19][CH:20]([CH3:23])[CH2:21][CH2:22][CH:16]2[CH3:15])[C:7]=1[F:8], predict the reactants needed to synthesize it. The reactants are: Cl[C:2]1[C:7]([F:8])=[C:6]([Cl:9])[N:5]=[CH:4][N:3]=1.C(=O)([O-])[O-].Cl.[CH3:15][CH:16]1[CH2:22][CH2:21][CH:20]([CH3:23])[CH2:19][CH2:18][NH:17]1.[Cl-].[NH4+].